From a dataset of Catalyst prediction with 721,799 reactions and 888 catalyst types from USPTO. Predict which catalyst facilitates the given reaction. Reactant: [F:1][C:2]([F:18])([F:17])[C:3]1[CH:16]=[CH:15][C:6]([O:7][C:8]2[C:9]([NH2:14])=[N:10][CH:11]=[CH:12][CH:13]=2)=[CH:5][CH:4]=1.[Br:19]Br. Product: [Br:19][C:12]1[CH:13]=[C:8]([O:7][C:6]2[CH:15]=[CH:16][C:3]([C:2]([F:1])([F:17])[F:18])=[CH:4][CH:5]=2)[C:9]([NH2:14])=[N:10][CH:11]=1. The catalyst class is: 22.